From a dataset of Forward reaction prediction with 1.9M reactions from USPTO patents (1976-2016). Predict the product of the given reaction. (1) The product is: [CH2:1]([O:8][C:9]1[C:14]([CH2:15][N:16]2[CH2:25][CH2:24][C:23]3[C:18](=[C:19]([Cl:36])[C:20]([CH:27]([CH:31]4[CH2:35][CH2:34][O:33][CH2:32]4)[C:28]([O:30][CH3:40])=[O:29])=[CH:21][C:22]=3[Cl:26])[C:17]2=[O:37])=[C:13]([CH3:38])[CH:12]=[C:11]([CH3:39])[N:10]=1)[C:2]1[CH:7]=[CH:6][CH:5]=[CH:4][CH:3]=1. Given the reactants [CH2:1]([O:8][C:9]1[C:14]([CH2:15][N:16]2[CH2:25][CH2:24][C:23]3[C:18](=[C:19]([Cl:36])[C:20]([CH:27]([CH:31]4[CH2:35][CH2:34][O:33][CH2:32]4)[C:28]([OH:30])=[O:29])=[CH:21][C:22]=3[Cl:26])[C:17]2=[O:37])=[C:13]([CH3:38])[CH:12]=[C:11]([CH3:39])[N:10]=1)[C:2]1[CH:7]=[CH:6][CH:5]=[CH:4][CH:3]=1.[C:40](=O)([O-])[O-].[K+].[K+].IC, predict the reaction product. (2) Given the reactants [I:1]Cl.Cl.[N+:4]([C:7]1[CH:13]=[CH:12][C:10]([NH2:11])=[CH:9][CH:8]=1)([O-:6])=[O:5], predict the reaction product. The product is: [I:1][C:12]1[CH:13]=[C:7]([N+:4]([O-:6])=[O:5])[CH:8]=[CH:9][C:10]=1[NH2:11]. (3) Given the reactants [CH3:1][C:2]([CH3:13])([C:4](=[O:12])[CH2:5][C:6](=[O:11])[C:7]([CH3:10])([CH3:9])[CH3:8])[CH3:3].[Cl-].[Cl-].[Cl-].[Cl-].[Zr+4:18].O.[OH-].[Na+], predict the reaction product. The product is: [CH3:1][C:2]([CH3:13])([CH3:3])/[C:4](/[OH:12])=[CH:5]/[C:6]([C:7]([CH3:10])([CH3:9])[CH3:8])=[O:11].[CH3:1][C:2]([CH3:13])([CH3:3])/[C:4](/[OH:12])=[CH:5]/[C:6]([C:7]([CH3:10])([CH3:9])[CH3:8])=[O:11].[CH3:1][C:2]([CH3:13])([CH3:3])/[C:4](/[OH:12])=[CH:5]/[C:6]([C:7]([CH3:10])([CH3:9])[CH3:8])=[O:11].[CH3:1][C:2]([CH3:13])([CH3:3])/[C:4](/[OH:12])=[CH:5]/[C:6]([C:7]([CH3:10])([CH3:9])[CH3:8])=[O:11].[Zr:18]. (4) Given the reactants [C:1]([C@H:5]1[CH2:10][CH2:9][C@H:8]([O:11][C:12]2[C:13]([C:24]([F:27])([F:26])[F:25])=[C:14]3[C:19](=[CH:20][CH:21]=2)[CH:18]=[C:17]([CH:22]=O)[CH:16]=[CH:15]3)[CH2:7][CH2:6]1)([CH3:4])([CH3:3])[CH3:2].[NH2:28][CH2:29][CH2:30][C:31]([NH:33][S:34]([C:37]1[CH:42]=[CH:41][CH:40]=[CH:39][CH:38]=1)(=[O:36])=[O:35])=[O:32].[BH3-]C#N.[Na+], predict the reaction product. The product is: [C:1]([C@H:5]1[CH2:10][CH2:9][C@H:8]([O:11][C:12]2[C:13]([C:24]([F:25])([F:26])[F:27])=[C:14]3[C:19](=[CH:20][CH:21]=2)[CH:18]=[C:17]([CH2:22][NH:28][CH2:29][CH2:30][C:31]([NH:33][S:34]([C:37]2[CH:42]=[CH:41][CH:40]=[CH:39][CH:38]=2)(=[O:36])=[O:35])=[O:32])[CH:16]=[CH:15]3)[CH2:7][CH2:6]1)([CH3:4])([CH3:2])[CH3:3]. (5) Given the reactants C[N:2](C)[CH:3]=[C:4]([C:18]1[CH:23]=[CH:22][CH:21]=[CH:20][C:19]=1[F:24])[C:5]([C:7]1[C:15]2[CH:14]=[CH:13][N:12]([CH3:16])[C:11](=[O:17])[C:10]=2[NH:9][CH:8]=1)=[O:6].C(=O)([O-])O.[Na+].Cl.NO.C1(C)C=CC(S(O)(=O)=O)=CC=1, predict the reaction product. The product is: [F:24][C:19]1[CH:20]=[CH:21][CH:22]=[CH:23][C:18]=1[C:4]1[CH:3]=[N:2][O:6][C:5]=1[C:7]1[C:15]2[CH:14]=[CH:13][N:12]([CH3:16])[C:11](=[O:17])[C:10]=2[NH:9][CH:8]=1. (6) Given the reactants [NH2:1][C:2]1[CH:13]=[CH:12][C:5]([CH2:6][NH:7][S:8]([CH3:11])(=[O:10])=[O:9])=[C:4]([CH3:14])[CH:3]=1.[C:15]1([O:21][C:22](Cl)=[O:23])[CH:20]=[CH:19][CH:18]=[CH:17][CH:16]=1.N1C=CC=CC=1, predict the reaction product. The product is: [CH3:14][C:4]1[CH:3]=[C:2]([NH:1][C:22](=[O:23])[O:21][C:15]2[CH:20]=[CH:19][CH:18]=[CH:17][CH:16]=2)[CH:13]=[CH:12][C:5]=1[CH2:6][NH:7][S:8]([CH3:11])(=[O:10])=[O:9].